The task is: Regression/Classification. Given a drug SMILES string, predict its absorption, distribution, metabolism, or excretion properties. Task type varies by dataset: regression for continuous measurements (e.g., permeability, clearance, half-life) or binary classification for categorical outcomes (e.g., BBB penetration, CYP inhibition). Dataset: b3db_classification.. This data is from Blood-brain barrier permeability classification from the B3DB database. (1) The molecule is CN(C)[C@@H]1C(=O)C(C(N)=O)=C(O)[C@]2(O)C(=O)C3=C(O)c4c(O)ccc(Cl)c4[C@@H](O)[C@H]3C[C@@H]12. The result is 0 (does not penetrate BBB). (2) The compound is C#CC1(O)CCC2C3CCC4=Cc5c(cnn5-c5ccc(F)cc5)CC4(C)C3CCC21C. The result is 1 (penetrates BBB). (3) The molecule is CN(C)CCc1ccccn1. The result is 1 (penetrates BBB).